From a dataset of Retrosynthesis with 50K atom-mapped reactions and 10 reaction types from USPTO. Predict the reactants needed to synthesize the given product. (1) The reactants are: COc1cc(N)c(C(N)=O)c(OC)c1.Cc1cc(C=O)ccc1OCCO. Given the product COc1cc(OC)c2c(=O)[nH]c(-c3ccc(OCCO)c(C)c3)nc2c1, predict the reactants needed to synthesize it. (2) Given the product O=C(NCc1ccccc1)c1ccco1, predict the reactants needed to synthesize it. The reactants are: NCc1ccccc1.O=C(Cl)c1ccco1. (3) Given the product CC(=O)C1(CCO[Si](C)(C)C(C)(C)C)CCN(C(=O)OC(C)(C)C)CC1, predict the reactants needed to synthesize it. The reactants are: CC(O)C1(CCO[Si](C)(C)C(C)(C)C)CCN(C(=O)OC(C)(C)C)CC1. (4) Given the product C[C@@]12CC[C@H]3C[C@H]4C[C@H](O)CC[C@@H]4C[C@@H]3[C@H]1CC(=O)C2, predict the reactants needed to synthesize it. The reactants are: C[C@@]12CC[C@H]3C[C@H]4C[C@H](O)CC[C@@H]4C[C@@H]3[C@H]1CC(=O)[C@H]2O.